This data is from Catalyst prediction with 721,799 reactions and 888 catalyst types from USPTO. The task is: Predict which catalyst facilitates the given reaction. (1) Reactant: [Br:1][C:2]1[CH:10]=[CH:9][C:5]([C:6]([OH:8])=O)=[CH:4][C:3]=1[O:11][CH:12]([CH3:14])[CH3:13].Cl.CN(C)CCCN=C=NCC.[C:27]1([S:37]([NH2:40])(=[O:39])=[O:38])[C:28]([S:33]([NH2:36])(=[O:35])=[O:34])=[CH:29][CH:30]=[CH:31][CH:32]=1. Product: [Br:1][C:2]1[CH:10]=[CH:9][C:5]([C:6]([NH:40][S:37]([C:27]2[CH:32]=[CH:31][CH:30]=[CH:29][C:28]=2[S:33](=[O:35])(=[O:34])[NH2:36])(=[O:39])=[O:38])=[O:8])=[CH:4][C:3]=1[O:11][CH:12]([CH3:14])[CH3:13]. The catalyst class is: 468. (2) Reactant: [CH:1]1([C:4]2([CH:12]3[CH2:14][CH2:13]3)[CH2:6][CH:5]2[C:7]([O:9]CC)=[O:8])[CH2:3][CH2:2]1.[OH-].[Na+]. Product: [CH:12]1([C:4]2([CH:1]3[CH2:2][CH2:3]3)[CH2:6][CH:5]2[C:7]([OH:9])=[O:8])[CH2:14][CH2:13]1. The catalyst class is: 6. (3) Reactant: B(Br)(Br)Br.C([O:7][C:8]1[CH:13]=[CH:12][CH:11]=[CH:10][C:9]=1[CH:14]=[CH:15][S:16]([NH:19][C:20]1[CH:25]=[CH:24][CH:23]=[CH:22][C:21]=1[S:26]([NH2:29])(=[O:28])=[O:27])(=[O:18])=[O:17])C.CO. Product: [OH:7][C:8]1[CH:13]=[CH:12][CH:11]=[CH:10][C:9]=1[CH:14]=[CH:15][S:16]([NH:19][C:20]1[CH:25]=[CH:24][CH:23]=[CH:22][C:21]=1[S:26]([NH2:29])(=[O:28])=[O:27])(=[O:17])=[O:18]. The catalyst class is: 4. (4) Reactant: [Si:1]([O:8][C:9]1[CH:17]=[CH:16][C:12]([C:13]([OH:15])=O)=[C:11]([CH3:18])[CH:10]=1)([C:4]([CH3:7])([CH3:6])[CH3:5])([CH3:3])[CH3:2].C([N:21]1[CH:25]=[CH:24][N:23]=[CH:22]1)([N:21]1[CH:25]=[CH:24][N:23]=[CH:22]1)=O. Product: [Si:1]([O:8][C:9]1[CH:17]=[CH:16][C:12]([C:13]([N:21]2[CH:25]=[CH:24][N:23]=[CH:22]2)=[O:15])=[C:11]([CH3:18])[CH:10]=1)([C:4]([CH3:5])([CH3:6])[CH3:7])([CH3:2])[CH3:3]. The catalyst class is: 2. (5) Reactant: [CH2:1]([O:3][C:4](=[O:17])[C:5]([C:14](=O)[CH3:15])=[CH:6][C:7]1[CH:12]=[CH:11][CH:10]=[C:9]([Cl:13])[CH:8]=1)[CH3:2].C[NH:19][C:20](=[NH:22])[SH:21].S([O-])([O-])(=O)=O.[CH2:28](N(CC)CC)C. Product: [CH2:1]([O:3][C:4]([C:5]1[CH:6]([C:7]2[CH:12]=[CH:11][CH:10]=[C:9]([Cl:13])[CH:8]=2)[N:22]=[C:20]([S:21][CH3:28])[NH:19][C:14]=1[CH3:15])=[O:17])[CH3:2]. The catalyst class is: 51. (6) Reactant: [F:1][C:2]1[CH:3]=[C:4]([C@H:10]2[CH2:14][CH2:13][CH2:12][N:11]2[C:15]2[CH:20]=[CH:19][N:18]3[N:21]=[CH:22][C:23]([C:24]([OH:26])=O)=[C:17]3[N:16]=2)[C:5]([O:8][CH3:9])=[N:6][CH:7]=1.[NH3:27]. Product: [F:1][C:2]1[CH:3]=[C:4]([C@H:10]2[CH2:14][CH2:13][CH2:12][N:11]2[C:15]2[CH:20]=[CH:19][N:18]3[N:21]=[CH:22][C:23]([C:24]([NH2:27])=[O:26])=[C:17]3[N:16]=2)[C:5]([O:8][CH3:9])=[N:6][CH:7]=1. The catalyst class is: 5.